From a dataset of NCI-60 drug combinations with 297,098 pairs across 59 cell lines. Regression. Given two drug SMILES strings and cell line genomic features, predict the synergy score measuring deviation from expected non-interaction effect. (1) Drug 1: CCCCCOC(=O)NC1=NC(=O)N(C=C1F)C2C(C(C(O2)C)O)O. Drug 2: C1=NNC2=C1C(=O)NC=N2. Cell line: A549. Synergy scores: CSS=-1.34, Synergy_ZIP=1.57, Synergy_Bliss=2.59, Synergy_Loewe=0.108, Synergy_HSA=0.437. (2) Drug 1: CC(CN1CC(=O)NC(=O)C1)N2CC(=O)NC(=O)C2. Drug 2: CC1C(C(=O)NC(C(=O)N2CCCC2C(=O)N(CC(=O)N(C(C(=O)O1)C(C)C)C)C)C(C)C)NC(=O)C3=C4C(=C(C=C3)C)OC5=C(C(=O)C(=C(C5=N4)C(=O)NC6C(OC(=O)C(N(C(=O)CN(C(=O)C7CCCN7C(=O)C(NC6=O)C(C)C)C)C)C(C)C)C)N)C. Cell line: OVCAR3. Synergy scores: CSS=20.6, Synergy_ZIP=0.862, Synergy_Bliss=4.21, Synergy_Loewe=2.84, Synergy_HSA=3.31. (3) Drug 1: C1CC(=O)NC(=O)C1N2CC3=C(C2=O)C=CC=C3N. Drug 2: C1=NC2=C(N=C(N=C2N1C3C(C(C(O3)CO)O)F)Cl)N. Cell line: SN12C. Synergy scores: CSS=41.9, Synergy_ZIP=-1.54, Synergy_Bliss=-1.37, Synergy_Loewe=-12.5, Synergy_HSA=0.318. (4) Drug 1: C1=CC=C(C=C1)NC(=O)CCCCCCC(=O)NO. Drug 2: CN1C2=C(C=C(C=C2)N(CCCl)CCCl)N=C1CCCC(=O)O.Cl. Cell line: HT29. Synergy scores: CSS=7.27, Synergy_ZIP=-3.82, Synergy_Bliss=1.16, Synergy_Loewe=-9.97, Synergy_HSA=-1.67. (5) Synergy scores: CSS=27.6, Synergy_ZIP=-4.77, Synergy_Bliss=-0.122, Synergy_Loewe=-16.3, Synergy_HSA=0.230. Drug 2: CN(CCCl)CCCl.Cl. Drug 1: CC12CCC3C(C1CCC2=O)CC(=C)C4=CC(=O)C=CC34C. Cell line: MCF7.